Dataset: Catalyst prediction with 721,799 reactions and 888 catalyst types from USPTO. Task: Predict which catalyst facilitates the given reaction. (1) Product: [CH2:1]([O:8][CH2:9][CH2:10][CH2:11][C@@H:12]1[CH2:16][CH2:15][NH:14][CH2:13]1)[C:2]1[CH:7]=[CH:6][CH:5]=[CH:4][CH:3]=1. The catalyst class is: 2. Reactant: [CH2:1]([O:8][CH2:9][CH2:10][CH2:11][C@@H:12]1[CH2:16][CH2:15][N:14](C(OC(C)(C)C)=O)[CH2:13]1)[C:2]1[CH:7]=[CH:6][CH:5]=[CH:4][CH:3]=1.C(O)(C(F)(F)F)=O. (2) Reactant: [Cl:1][C:2]1[N:3]=[C:4]([CH2:8][OH:9])[NH:5][C:6]=1[Cl:7].[OH-].[Na+].[CH3:12]I. Product: [Cl:1][C:2]1[N:3]=[C:4]([CH2:8][OH:9])[N:5]([CH3:12])[C:6]=1[Cl:7]. The catalyst class is: 5.